From a dataset of Reaction yield outcomes from USPTO patents with 853,638 reactions. Predict the reaction yield, written as a fraction of the theoretical maximum amount of product (1.0 means a 100% yield; for example, 0.34 means a 34% yield). The product is [N+:11]([C:6]1[CH:7]=[CH:8][CH:9]=[CH:10][C:5]=1[C:3]1[N:14]=[C:15]2[CH:20]=[CH:19][CH:18]=[CH:17][N:16]2[CH:2]=1)([O-:13])=[O:12]. The catalyst is CC(C)=O. The reactants are Br[CH2:2][C:3]([C:5]1[CH:10]=[CH:9][CH:8]=[CH:7][C:6]=1[N+:11]([O-:13])=[O:12])=O.[NH2:14][C:15]1[CH:20]=[CH:19][CH:18]=[CH:17][N:16]=1. The yield is 0.740.